Task: Predict the reaction yield, written as a fraction of the theoretical maximum amount of product (1.0 means a 100% yield; for example, 0.34 means a 34% yield).. Dataset: Reaction yield outcomes from USPTO patents with 853,638 reactions The reactants are [C:1]([O:5][C:6]([N:8]1[CH2:11][C:10](=[CH:12][C:13]2[N:14]([CH3:40])[C:15]3[C:20]([N:21]=2)=[C:19]([N:22]2[CH2:27][CH2:26][O:25][CH2:24][CH2:23]2)[N:18]=[C:17]([N:28]2[C:32]4[CH:33]=[CH:34][CH:35]=[CH:36][C:31]=4[N:30]=[C:29]2[C@@H:37]([OH:39])[CH3:38])[N:16]=3)[CH2:9]1)=[O:7])([CH3:4])([CH3:3])[CH3:2]. The catalyst is CCOC(C)=O.CCO.[OH-].[OH-].[Pd+2]. The product is [C:1]([O:5][C:6]([N:8]1[CH2:9][CH:10]([CH2:12][C:13]2[N:14]([CH3:40])[C:15]3[C:20]([N:21]=2)=[C:19]([N:22]2[CH2:27][CH2:26][O:25][CH2:24][CH2:23]2)[N:18]=[C:17]([N:28]2[C:32]4[CH:33]=[CH:34][CH:35]=[CH:36][C:31]=4[N:30]=[C:29]2[C@@H:37]([OH:39])[CH3:38])[N:16]=3)[CH2:11]1)=[O:7])([CH3:4])([CH3:3])[CH3:2]. The yield is 0.860.